From a dataset of Reaction yield outcomes from USPTO patents with 853,638 reactions. Predict the reaction yield, written as a fraction of the theoretical maximum amount of product (1.0 means a 100% yield; for example, 0.34 means a 34% yield). The reactants are [CH3:1][N:2]1[C:7](=[O:8])[C:6]([N:9]2[CH2:14][CH2:13][S:12](=[O:16])(=[O:15])[CH2:11][CH2:10]2)=[C:5]2[C:17](=[O:33])[N:18]([CH2:21][CH2:22][C:23]3[CH:32]=[CH:31][C:30]4[C:25](=[CH:26][CH:27]=[CH:28][CH:29]=4)[N:24]=3)[C:19](=O)[C:4]2=[CH:3]1.COC1C=CC(P2(SP(C3C=CC(OC)=CC=3)(=S)S2)=[S:43])=CC=1. The catalyst is C1(C)C=CC=CC=1. The product is [CH3:1][N:2]1[C:7](=[O:8])[C:6]([N:9]2[CH2:14][CH2:13][S:12](=[O:16])(=[O:15])[CH2:11][CH2:10]2)=[C:5]2[C:17](=[O:33])[N:18]([CH2:21][CH2:22][C:23]3[CH:32]=[CH:31][C:30]4[C:25](=[CH:26][CH:27]=[CH:28][CH:29]=4)[N:24]=3)[C:19](=[S:43])[C:4]2=[CH:3]1. The yield is 0.600.